Task: Predict the product of the given reaction.. Dataset: Forward reaction prediction with 1.9M reactions from USPTO patents (1976-2016) (1) Given the reactants ClC(C)C([O-])=O.[Na+:7].[Br:8][CH:9]([CH2:13][CH2:14][CH2:15][CH3:16])[C:10]([O-:12])=[O:11], predict the reaction product. The product is: [Br:8][CH:9]([CH2:13][CH2:14][CH2:15][CH3:16])[C:10]([O-:12])=[O:11].[Na+:7]. (2) Given the reactants [Cl:1][C:2]1[N:7]=[CH:6][C:5]2[C:8]([NH:30][CH2:31][C:32]3[CH:37]=[CH:36][C:35]([O:38][CH3:39])=[CH:34][CH:33]=3)=[N:9][N:10]([C:11]([C:24]3[CH:29]=[CH:28][CH:27]=[CH:26][CH:25]=3)([C:18]3[CH:23]=[CH:22][CH:21]=[CH:20][CH:19]=3)[C:12]3[CH:17]=[CH:16][CH:15]=[CH:14][CH:13]=3)[C:4]=2[CH:3]=1.[Li+].C[Si]([N-][Si](C)(C)C)(C)C.[CH3:50][O:51][C:52]1[CH:57]=[CH:56][C:55]([CH2:58]Br)=[CH:54][CH:53]=1.O, predict the reaction product. The product is: [Cl:1][C:2]1[N:7]=[CH:6][C:5]2[C:8]([N:30]([CH2:58][C:55]3[CH:56]=[CH:57][C:52]([O:51][CH3:50])=[CH:53][CH:54]=3)[CH2:31][C:32]3[CH:33]=[CH:34][C:35]([O:38][CH3:39])=[CH:36][CH:37]=3)=[N:9][N:10]([C:11]([C:18]3[CH:23]=[CH:22][CH:21]=[CH:20][CH:19]=3)([C:24]3[CH:29]=[CH:28][CH:27]=[CH:26][CH:25]=3)[C:12]3[CH:13]=[CH:14][CH:15]=[CH:16][CH:17]=3)[C:4]=2[CH:3]=1. (3) Given the reactants Cl[C:2]1[CH:7]=[C:6]([C:8]2[CH:13]=[CH:12][CH:11]=[CH:10][CH:9]=2)[N:5]=[C:4]([S:14][CH2:15][CH3:16])[N:3]=1.[CH3:17][NH2:18], predict the reaction product. The product is: [CH2:15]([S:14][C:4]1[N:3]=[C:2]([CH2:17][NH2:18])[CH:7]=[C:6]([C:8]2[CH:13]=[CH:12][CH:11]=[CH:10][CH:9]=2)[N:5]=1)[CH3:16]. (4) The product is: [NH2:2][C:1]1[N:20]2[N:21]=[CH:22][CH:23]=[C:24]2[N:25]=[C:4]([CH2:5][CH:6]2[CH2:11][CH2:10][N:9]([C:12]([O:14][C:15]([CH3:18])([CH3:17])[CH3:16])=[O:13])[CH2:8][CH2:7]2)[CH:3]=1. Given the reactants [C:1]([CH2:3][C:4](=O)[CH2:5][CH:6]1[CH2:11][CH2:10][N:9]([C:12]([O:14][C:15]([CH3:18])([CH3:17])[CH3:16])=[O:13])[CH2:8][CH2:7]1)#[N:2].[NH:20]1[C:24]([NH2:25])=[CH:23][CH:22]=[N:21]1, predict the reaction product. (5) Given the reactants [C:1]([O:5][C:6]([N:8]1[CH2:13][CH2:12][NH:11][CH:10]([CH3:14])[CH2:9]1)=[O:7])([CH3:4])([CH3:3])[CH3:2].Cl[C:16]1[C:25]2[C:20](=[CH:21][C:22]([O:28][CH3:29])=[C:23]([O:26][CH3:27])[CH:24]=2)[N:19]=[C:18]([CH:30]2[CH2:32][CH2:31]2)[N:17]=1.C([O-])([O-])=O.[K+].[K+], predict the reaction product. The product is: [C:1]([O:5][C:6]([N:8]1[CH2:13][CH2:12][N:11]([C:16]2[C:25]3[C:20](=[CH:21][C:22]([O:28][CH3:29])=[C:23]([O:26][CH3:27])[CH:24]=3)[N:19]=[C:18]([CH:30]3[CH2:32][CH2:31]3)[N:17]=2)[CH:10]([CH3:14])[CH2:9]1)=[O:7])([CH3:4])([CH3:2])[CH3:3].